Dataset: Forward reaction prediction with 1.9M reactions from USPTO patents (1976-2016). Task: Predict the product of the given reaction. (1) Given the reactants [NH2:1][C:2]1[C:10]([Cl:11])=[CH:9][C:5]([C:6]([OH:8])=O)=[C:4]([O:12][CH3:13])[CH:3]=1.C(N1C=CN=C1)(N1C=CN=C1)=O.C(N(CC)CC)C.C(O)(=O)CC(CC(O)=O)(C(O)=O)O.[N:46]1([CH2:51][CH2:52][CH2:53][N:54]2[CH2:59][CH2:58][CH:57]([CH2:60][NH2:61])[CH2:56][CH2:55]2)[CH:50]=[CH:49][N:48]=[N:47]1, predict the reaction product. The product is: [N:46]1([CH2:51][CH2:52][CH2:53][N:54]2[CH2:55][CH2:56][CH:57]([CH2:60][NH:61][C:6](=[O:8])[C:5]3[CH:9]=[C:10]([Cl:11])[C:2]([NH2:1])=[CH:3][C:4]=3[O:12][CH3:13])[CH2:58][CH2:59]2)[CH:50]=[CH:49][N:48]=[N:47]1. (2) The product is: [CH:1]([C:4]1[CH:9]=[CH:8][CH:7]=[CH:6][C:5]=1[N:10]=[C:11]1[NH:13][CH2:14][CH2:15][S:12]1)([CH3:3])[CH3:2]. Given the reactants [CH:1]([C:4]1[CH:9]=[CH:8][CH:7]=[CH:6][C:5]=1[N:10]=[C:11]=[S:12])([CH3:3])[CH3:2].[NH2:13][CH2:14][CH2:15]O, predict the reaction product. (3) Given the reactants N[C:2]1[N:6]([C:7]2[CH:12]=[CH:11][C:10]([O:13][C:14]([F:17])([F:16])[F:15])=[CH:9][CH:8]=2)[N:5]=[CH:4][C:3]=1[C:18]([O:20][CH2:21][CH3:22])=[O:19].N(OCCC(C)C)=O, predict the reaction product. The product is: [F:17][C:14]([F:15])([F:16])[O:13][C:10]1[CH:11]=[CH:12][C:7]([N:6]2[CH:2]=[C:3]([C:18]([O:20][CH2:21][CH3:22])=[O:19])[CH:4]=[N:5]2)=[CH:8][CH:9]=1. (4) Given the reactants Cl[C:2]1C=C(Cl)C=C[C:3]=1C1N=C(CC)C(N[C@@H]2C3C(=CC=CC=3)C[C@@H]2OCC)=NC=1CC.[Cl:32][C:33]1[CH:38]=[C:37]([O:39][CH3:40])[CH:36]=[CH:35][C:34]=1[C:41]1[N:42]=[C:43]([CH2:66][CH3:67])[C:44]([NH:49][C@H:50]2[C@@H:54]([OH:55])[CH2:53][N:52]([C:56]([O:58][CH2:59][C:60]3[CH:65]=[CH:64][CH:63]=[CH:62][CH:61]=3)=[O:57])[CH2:51]2)=[N:45][C:46]=1[CH2:47][CH3:48], predict the reaction product. The product is: [Cl:32][C:33]1[CH:38]=[C:37]([O:39][CH3:40])[CH:36]=[CH:35][C:34]=1[C:41]1[N:42]=[C:43]([CH2:66][CH3:67])[C:44]([NH:49][C@H:50]2[C@@H:54]([O:55][CH2:2][CH3:3])[CH2:53][N:52]([C:56]([O:58][CH2:59][C:60]3[CH:61]=[CH:62][CH:63]=[CH:64][CH:65]=3)=[O:57])[CH2:51]2)=[N:45][C:46]=1[CH2:47][CH3:48]. (5) Given the reactants [Cl:1][C:2]1[CH:7]=[CH:6][C:5]([C:8]2[S:9][CH:10]=[C:11]([CH2:13][S:14][C:15]3[C:24]([C:25]#[N:26])=[C:23]([C:27]4[CH:32]=[CH:31][C:30]([O:33][CH2:34][C@@H:35]([OH:38])[CH2:36][OH:37])=[CH:29][CH:28]=4)[C:22]4[C:21](=[O:39])[CH2:20][CH2:19][CH2:18][C:17]=4[N:16]=3)[N:12]=2)=[CH:4][CH:3]=1.[BH4-].[Na+], predict the reaction product. The product is: [Cl:1][C:2]1[CH:7]=[CH:6][C:5]([C:8]2[S:9][CH:10]=[C:11]([CH2:13][S:14][C:15]3[C:24]([C:25]#[N:26])=[C:23]([C:27]4[CH:28]=[CH:29][C:30]([O:33][CH2:34][C@@H:35]([OH:38])[CH2:36][OH:37])=[CH:31][CH:32]=4)[C:22]4[CH:21]([OH:39])[CH2:20][CH2:19][CH2:18][C:17]=4[N:16]=3)[N:12]=2)=[CH:4][CH:3]=1. (6) Given the reactants Cl.[CH3:2][O:3][C:4](=[O:10])[C@@H:5]1[CH2:9][CH2:8][CH2:7][NH:6]1.C(N(CC)CC)C.[S:18](Cl)([Cl:21])(=[O:20])=[O:19], predict the reaction product. The product is: [Cl:21][S:18]([N:6]1[CH2:7][CH2:8][CH2:9][C@H:5]1[C:4]([O:3][CH3:2])=[O:10])(=[O:20])=[O:19]. (7) Given the reactants [Cl-].O[NH3+:3].[C:4](=[O:7])([O-])[OH:5].[Na+].CS(C)=O.[CH2:13]([C:15]1[N:16]=[C:17]([CH2:42][CH2:43][CH3:44])[N:18]([CH2:27][C:28]2[CH:33]=[CH:32][C:31]([C:34]3[C:35]([C:40]#[N:41])=[CH:36][CH:37]=[CH:38][CH:39]=3)=[CH:30][CH:29]=2)[C:19](=[O:26])[C:20]=1[CH:21]([OH:25])[CH:22]([CH3:24])[CH3:23])[CH3:14], predict the reaction product. The product is: [CH2:13]([C:15]1[N:16]=[C:17]([CH2:42][CH2:43][CH3:44])[N:18]([CH2:27][C:28]2[CH:29]=[CH:30][C:31]([C:34]3[CH:39]=[CH:38][CH:37]=[CH:36][C:35]=3[C:40]3[NH:3][C:4](=[O:7])[O:5][N:41]=3)=[CH:32][CH:33]=2)[C:19](=[O:26])[C:20]=1[CH:21]([OH:25])[CH:22]([CH3:23])[CH3:24])[CH3:14].